Dataset: Full USPTO retrosynthesis dataset with 1.9M reactions from patents (1976-2016). Task: Predict the reactants needed to synthesize the given product. (1) Given the product [C:33]([OH:38])(=[O:37])[C@H:34]([CH3:36])[OH:35].[CH:1]1([NH:4][C:5]([NH:7][C:8]2[C:9]([C:13]3[NH:17][C:16]4[CH:18]=[CH:19][C:20]([CH2:22][N:23]5[CH2:24][CH2:25][O:26][CH2:27][CH2:28]5)=[CH:21][C:15]=4[N:14]=3)=[N:10][NH:11][CH:12]=2)=[O:6])[CH2:3][CH2:2]1, predict the reactants needed to synthesize it. The reactants are: [CH:1]1([NH:4][C:5]([NH:7][C:8]2[C:9]([C:13]3[NH:17][C:16]4[CH:18]=[CH:19][C:20]([CH2:22][N:23]5[CH2:28][CH2:27][O:26][CH2:25][CH2:24]5)=[CH:21][C:15]=4[N:14]=3)=[N:10][NH:11][CH:12]=2)=[O:6])[CH2:3][CH2:2]1.CC(O)C.[C:33]([OH:38])(=[O:37])[C@H:34]([CH3:36])[OH:35]. (2) The reactants are: [C:1]1(B(O)O)[CH:6]=[CH:5][CH:4]=[CH:3][CH:2]=1.[C:10]1(=O)[CH2:15][CH2:14][CH2:13][CH:12]=[CH:11]1.O. Given the product [C:1]1([CH:10]2[CH2:15][CH2:14][CH2:13][CH2:12][CH2:11]2)[CH:6]=[CH:5][CH:4]=[CH:3][CH:2]=1, predict the reactants needed to synthesize it. (3) Given the product [CH:15]([CH:10]1[C:11](=[O:14])[CH2:12][CH2:13][N:8]([CH2:7][C:6]2[CH:28]=[C:2]([N:1]([S:39]([CH3:38])(=[O:41])=[O:40])[S:39]([CH3:38])(=[O:41])=[O:40])[CH:3]=[CH:4][C:5]=2[O:29][CH3:30])[CH2:9]1)([C:22]1[CH:27]=[CH:26][CH:25]=[CH:24][CH:23]=1)[C:16]1[CH:21]=[CH:20][CH:19]=[CH:18][CH:17]=1, predict the reactants needed to synthesize it. The reactants are: [NH2:1][C:2]1[CH:3]=[CH:4][C:5]([O:29][CH3:30])=[C:6]([CH:28]=1)[CH2:7][N:8]1[CH2:13][CH2:12][C:11](=[O:14])[CH:10]([CH:15]([C:22]2[CH:27]=[CH:26][CH:25]=[CH:24][CH:23]=2)[C:16]2[CH:21]=[CH:20][CH:19]=[CH:18][CH:17]=2)[CH2:9]1.C(N(CC)CC)C.[CH3:38][S:39](Cl)(=[O:41])=[O:40].C(OC(C)C)(C)C. (4) Given the product [F:19][C:8]1([C:4]2[CH:5]=[CH:6][CH:7]=[C:2]([C:23]3[CH:24]=[CH:25][N:20]=[CH:21][CH:22]=3)[CH:3]=2)[CH2:11][N:10]([C:12]([O:14][C:15]([CH3:18])([CH3:17])[CH3:16])=[O:13])[CH2:9]1, predict the reactants needed to synthesize it. The reactants are: Br[C:2]1[CH:3]=[C:4]([C:8]2([F:19])[CH2:11][N:10]([C:12]([O:14][C:15]([CH3:18])([CH3:17])[CH3:16])=[O:13])[CH2:9]2)[CH:5]=[CH:6][CH:7]=1.[N:20]1[CH:25]=[CH:24][C:23](B(O)O)=[CH:22][CH:21]=1.C(Cl)Cl.C([O-])([O-])=O.[Cs+].[Cs+].